Dataset: Forward reaction prediction with 1.9M reactions from USPTO patents (1976-2016). Task: Predict the product of the given reaction. (1) Given the reactants CNC1N=C(CC[OH:11])C=CC=1.C(Br)(Br)(Br)Br.[C:17]1([P:23]([C:30]2[CH:35]=[CH:34][CH:33]=[CH:32][CH:31]=2)[C:24]2[CH:29]=[CH:28][CH:27]=[CH:26][CH:25]=2)[CH:22]=[CH:21][CH:20]=[CH:19][CH:18]=1, predict the reaction product. The product is: [C:30]1([P:23](=[O:11])([C:17]2[CH:18]=[CH:19][CH:20]=[CH:21][CH:22]=2)[C:24]2[CH:29]=[CH:28][CH:27]=[CH:26][CH:25]=2)[CH:31]=[CH:32][CH:33]=[CH:34][CH:35]=1. (2) Given the reactants [C:1]([CH:5]1[CH2:10][CH2:9][CH:8]([O:11][C:12]2[CH:13]=[C:14]3[C:19](=[CH:20][CH:21]=2)[CH:18]=[C:17]([CH2:22][CH2:23][OH:24])[CH:16]=[CH:15]3)[CH2:7][CH2:6]1)([CH3:4])([CH3:3])[CH3:2].CC(OI1(OC(C)=O)(OC(C)=O)OC(=O)C2C=CC=CC1=2)=O, predict the reaction product. The product is: [C:1]([CH:5]1[CH2:10][CH2:9][CH:8]([O:11][C:12]2[CH:13]=[C:14]3[C:19](=[CH:20][CH:21]=2)[CH:18]=[C:17]([CH2:22][CH:23]=[O:24])[CH:16]=[CH:15]3)[CH2:7][CH2:6]1)([CH3:4])([CH3:2])[CH3:3]. (3) Given the reactants [F:1][C:2]([F:14])([F:13])[O:3][C:4]1[CH:9]=[CH:8][C:7](B(O)O)=[CH:6][CH:5]=1.[F-].[K+].[OH2:17], predict the reaction product. The product is: [F:1][C:2]([F:14])([F:13])[O:3][C:4]1[CH:9]=[CH:8][C:7]([C:6]2[CH2:7][O:17][C:4](=[O:3])[CH:5]=2)=[CH:6][CH:5]=1. (4) Given the reactants C([O:6][CH2:7][CH:8]1[O:12][C:11](=[O:13])[N:10]([C:14]2[CH:15]=[CH:16][C:17]3[C:23](=[O:24])[CH2:22][CH2:21][CH2:20][O:19][C:18]=3[CH:25]=2)[CH2:9]1)(=O)CCC.[OH-].[K+].CO, predict the reaction product. The product is: [OH:6][CH2:7][CH:8]1[O:12][C:11](=[O:13])[N:10]([C:14]2[CH:15]=[CH:16][C:17]3[C:23](=[O:24])[CH2:22][CH2:21][CH2:20][O:19][C:18]=3[CH:25]=2)[CH2:9]1. (5) The product is: [CH3:1][N:2]1[C:7](=[O:8])[CH:6]=[C:5]([N:9]2[CH2:10][CH2:11][O:12][CH2:13][CH2:14]2)[N:4]=[C:3]1[CH2:15][C:16]([N:26]1[C:27]2[C:23](=[C:22]([CH3:21])[CH:30]=[CH:29][CH:28]=2)[CH2:24][CH2:25]1)=[O:18]. Given the reactants [CH3:1][N:2]1[C:7](=[O:8])[CH:6]=[C:5]([N:9]2[CH2:14][CH2:13][O:12][CH2:11][CH2:10]2)[N:4]=[C:3]1[CH2:15][C:16]([O-:18])=O.[Na+].Cl.[CH3:21][C:22]1[CH:30]=[CH:29][CH:28]=[C:27]2[C:23]=1[CH2:24][CH2:25][NH:26]2.Cl.CN(C)CCCN=C=NCC, predict the reaction product.